Task: Regression. Given two drug SMILES strings and cell line genomic features, predict the synergy score measuring deviation from expected non-interaction effect.. Dataset: NCI-60 drug combinations with 297,098 pairs across 59 cell lines Drug 1: CCC1(CC2CC(C3=C(CCN(C2)C1)C4=CC=CC=C4N3)(C5=C(C=C6C(=C5)C78CCN9C7C(C=CC9)(C(C(C8N6C)(C(=O)OC)O)OC(=O)C)CC)OC)C(=O)OC)O.OS(=O)(=O)O. Drug 2: CC1=C(C(=O)C2=C(C1=O)N3CC4C(C3(C2COC(=O)N)OC)N4)N. Cell line: PC-3. Synergy scores: CSS=10.9, Synergy_ZIP=-3.54, Synergy_Bliss=-3.50, Synergy_Loewe=-3.83, Synergy_HSA=-2.30.